From a dataset of Reaction yield outcomes from USPTO patents with 853,638 reactions. Predict the reaction yield, written as a fraction of the theoretical maximum amount of product (1.0 means a 100% yield; for example, 0.34 means a 34% yield). (1) The reactants are [CH2:1]([OH:5])[C:2]#[C:3][CH3:4].[H-].[Na+].F[C:9]1[CH:14]=[CH:13][C:12]([S:15]([CH3:18])(=[O:17])=[O:16])=[CH:11][C:10]=1[C:19]1[CH:20]=[C:21]([CH3:27])[C:22](=[O:26])[N:23]([CH3:25])[CH:24]=1. The catalyst is CN(C=O)C. The product is [CH2:1]([O:5][C:9]1[CH:14]=[CH:13][C:12]([S:15]([CH3:18])(=[O:17])=[O:16])=[CH:11][C:10]=1[C:19]1[CH:20]=[C:21]([CH3:27])[C:22](=[O:26])[N:23]([CH3:25])[CH:24]=1)[C:2]#[C:3][CH3:4]. The yield is 0.239. (2) The reactants are [NH2:1][C@H:2]([C:5]1[N:14]([C:15]2[CH:20]=[CH:19][CH:18]=[CH:17][C:16]=2[CH3:21])[C:13](=[O:22])[C:12]2[C:7](=[CH:8][CH:9]=[CH:10][C:11]=2[Cl:23])[N:6]=1)[CH2:3][CH3:4].Cl[C:25]1[N:30]=[CH:29][N:28]=[C:27]([NH2:31])[C:26]=1[C:32]1[O:33][C:34]([CH3:37])=[N:35][N:36]=1.CCN(C(C)C)C(C)C. The catalyst is CCCCO. The product is [NH2:31][C:27]1[N:28]=[CH:29][N:30]=[C:25]([NH:1][C@H:2]([C:5]2[N:14]([C:15]3[CH:20]=[CH:19][CH:18]=[CH:17][C:16]=3[CH3:21])[C:13](=[O:22])[C:12]3[C:7](=[CH:8][CH:9]=[CH:10][C:11]=3[Cl:23])[N:6]=2)[CH2:3][CH3:4])[C:26]=1[C:32]1[O:33][C:34]([CH3:37])=[N:35][N:36]=1. The yield is 0.272. (3) The reactants are [C:1]([C:3]1[CH:10]=[CH:9][C:6]([CH:7]=[O:8])=[C:5]([F:11])[CH:4]=1)#[CH:2].[BH4-].[Na+]. The catalyst is C(O)(C)C. The product is [C:1]([C:3]1[CH:10]=[CH:9][C:6]([CH2:7][OH:8])=[C:5]([F:11])[CH:4]=1)#[CH:2]. The yield is 0.560. (4) The reactants are [NH2:1][C:2]1[N:6]([CH3:7])[C:5](=[O:8])[C:4]([C:18]2[CH:23]=[CH:22][CH:21]=[C:20](Br)[CH:19]=2)([C:9]2[CH:10]=[CH:11][C:12]3[O:16][CH2:15][CH2:14][C:13]=3[CH:17]=2)[N:3]=1.[CH2:25]([O:27][C:28]1[CH:29]=[C:30](B(O)O)[CH:31]=[CH:32][CH:33]=1)[CH3:26].C(=O)([O-])[O-].[Cs+].[Cs+]. The catalyst is COCCOC.O.C(O)C. The product is [NH2:1][C:2]1[N:6]([CH3:7])[C:5](=[O:8])[C:4]([C:9]2[CH:10]=[CH:11][C:12]3[O:16][CH2:15][CH2:14][C:13]=3[CH:17]=2)([C:18]2[CH:19]=[C:20]([C:32]3[CH:31]=[CH:30][CH:29]=[C:28]([O:27][CH2:25][CH3:26])[CH:33]=3)[CH:21]=[CH:22][CH:23]=2)[N:3]=1. The yield is 0.310. (5) The reactants are [F:1][C:2]1[CH:17]=[CH:16][CH:15]=[C:14]([F:18])[C:3]=1[CH2:4][N:5]1[CH:9]=[C:8]([C:10](OC)=O)[N:7]=[N:6]1.[NH4+:19].[OH-:20].[CH3:21]O. The catalyst is O. The product is [F:18][C:14]1[CH:15]=[CH:16][CH:17]=[C:2]([F:1])[C:3]=1[CH2:4][N:5]1[CH:9]=[C:8]([CH2:10][C:21]([NH2:19])=[O:20])[N:7]=[N:6]1. The yield is 0.870. (6) The reactants are [CH3:1][N:2]([CH3:22])[C:3]1[C:4]2[C:11](I)=[CH:10][N:9]([C@@H:13]3[O:19][C@H:18]([CH2:20][OH:21])[C@@H:16]([OH:17])[C@H:14]3[OH:15])[C:5]=2[N:6]=[CH:7][N:8]=1.[O:23]1[CH:27]=[CH:26][CH:25]=[C:24]1B(O)O.C([O-])([O-])=O.[Na+].[Na+].C1C=C(S([O-])(=O)=O)C=C(P(C2C=CC=C(S([O-])(=O)=O)C=2)C2C=CC=C(S([O-])(=O)=O)C=2)C=1.[Na+].[Na+].[Na+].Cl. The catalyst is O.CC#N.CC([O-])=O.CC([O-])=O.[Pd+2]. The product is [CH3:1][N:2]([CH3:22])[C:3]1[C:4]2[C:11]([C:24]3[O:23][CH:27]=[CH:26][CH:25]=3)=[CH:10][N:9]([C@@H:13]3[O:19][C@H:18]([CH2:20][OH:21])[C@@H:16]([OH:17])[C@H:14]3[OH:15])[C:5]=2[N:6]=[CH:7][N:8]=1. The yield is 0.490.